This data is from Forward reaction prediction with 1.9M reactions from USPTO patents (1976-2016). The task is: Predict the product of the given reaction. (1) Given the reactants [C:1]([O:5][C:6](=[O:27])[N:7]([C:9]1[CH:14]=[CH:13][CH:12]=[C:11]([CH2:15][CH2:16][O:17][C:18]2[CH:19]=[C:20]3[C:24](=[CH:25][CH:26]=2)[NH:23][CH:22]=[CH:21]3)[N:10]=1)[CH3:8])([CH3:4])([CH3:3])[CH3:2].[CH3:28][O:29][C:30](=[O:39])[C:31]#[C:32][C:33]1[CH:34]=[N:35][CH:36]=[CH:37][CH:38]=1, predict the reaction product. The product is: [CH3:28][O:29][C:30](=[O:39])[CH:31]=[C:32]([N:23]1[C:24]2[C:20](=[CH:19][C:18]([O:17][CH2:16][CH2:15][C:11]3[CH:12]=[CH:13][CH:14]=[C:9]([N:7]([C:6]([O:5][C:1]([CH3:4])([CH3:2])[CH3:3])=[O:27])[CH3:8])[N:10]=3)=[CH:26][CH:25]=2)[CH:21]=[CH:22]1)[C:33]1[CH:34]=[N:35][CH:36]=[CH:37][CH:38]=1. (2) Given the reactants [NH2:1][C:2]1[CH:7]=[CH:6][C:5]([O:8][CH2:9][CH2:10][N:11]2[CH2:16][CH2:15][CH2:14][CH2:13][CH2:12]2)=[CH:4][C:3]=1[NH:17][C@@H:18]1[CH2:23][CH2:22][C@H:21]([C:24]([NH:26][CH:27]([CH3:29])[CH3:28])=[O:25])[CH2:20][CH2:19]1.[F:30][C:31]1[CH:65]=[CH:64][C:34]([C:35](/[N:37]=[C:38]2/N([C@H]3CC[C@@H](C(=O)NC(C)C)CC3)C3C=C(OCCOC)N=CC=3N/2)=[O:36])=[CH:33][CH:32]=1, predict the reaction product. The product is: [F:30][C:31]1[CH:32]=[CH:33][C:34]([C:35](/[N:37]=[C:38]2\[NH:1][C:2]3[CH:7]=[CH:6][C:5]([O:8][CH2:9][CH2:10][N:11]4[CH2:12][CH2:13][CH2:14][CH2:15][CH2:16]4)=[CH:4][C:3]=3[N:17]\2[C@H:18]2[CH2:19][CH2:20][C@@H:21]([C:24](=[O:25])[NH:26][CH:27]([CH3:29])[CH3:28])[CH2:22][CH2:23]2)=[O:36])=[CH:64][CH:65]=1. (3) Given the reactants I[C:2]1[CH:7]=[CH:6][N:5]=[CH:4][C:3]=1[NH:8][CH2:9][C:10]([F:13])([F:12])[F:11].[F:14][C:15]1[CH:20]=[CH:19][CH:18]=[C:17]([O:21][CH3:22])[C:16]=1B(O)O, predict the reaction product. The product is: [F:14][C:15]1[CH:20]=[CH:19][CH:18]=[C:17]([O:21][CH3:22])[C:16]=1[C:2]1[CH:7]=[CH:6][N:5]=[CH:4][C:3]=1[NH:8][CH2:9][C:10]([F:13])([F:12])[F:11]. (4) Given the reactants [CH:1]1([CH2:7][NH:8][C:9]2[CH:14]=[CH:13][C:12]([NH:15][C:16](=[O:19])[O:17][CH3:18])=[CH:11][C:10]=2[N+:20]([O-])=O)[CH2:6][CH2:5][CH2:4][CH2:3][CH2:2]1, predict the reaction product. The product is: [NH2:20][C:10]1[CH:11]=[C:12]([NH:15][C:16](=[O:19])[O:17][CH3:18])[CH:13]=[CH:14][C:9]=1[NH:8][CH2:7][CH:1]1[CH2:6][CH2:5][CH2:4][CH2:3][CH2:2]1.